Dataset: Merck oncology drug combination screen with 23,052 pairs across 39 cell lines. Task: Regression. Given two drug SMILES strings and cell line genomic features, predict the synergy score measuring deviation from expected non-interaction effect. (1) Drug 1: N#Cc1ccc(Cn2cncc2CN2CCN(c3cccc(Cl)c3)C(=O)C2)cc1. Drug 2: NC1(c2ccc(-c3nc4ccn5c(=O)[nH]nc5c4cc3-c3ccccc3)cc2)CCC1. Cell line: OCUBM. Synergy scores: synergy=16.4. (2) Drug 1: CCC1(O)CC2CN(CCc3c([nH]c4ccccc34)C(C(=O)OC)(c3cc4c(cc3OC)N(C)C3C(O)(C(=O)OC)C(OC(C)=O)C5(CC)C=CCN6CCC43C65)C2)C1. Drug 2: NC1(c2ccc(-c3nc4ccn5c(=O)[nH]nc5c4cc3-c3ccccc3)cc2)CCC1. Cell line: HT144. Synergy scores: synergy=24.7. (3) Drug 2: CCc1cnn2c(NCc3ccc[n+]([O-])c3)cc(N3CCCCC3CCO)nc12. Drug 1: Cc1nc(Nc2ncc(C(=O)Nc3c(C)cccc3Cl)s2)cc(N2CCN(CCO)CC2)n1. Synergy scores: synergy=17.2. Cell line: KPL1. (4) Drug 1: Cn1nnc2c(C(N)=O)ncn2c1=O. Drug 2: NC(=O)c1cccc2cn(-c3ccc(C4CCCNC4)cc3)nc12. Cell line: CAOV3. Synergy scores: synergy=66.8. (5) Drug 1: O=c1[nH]cc(F)c(=O)[nH]1. Drug 2: NC1(c2ccc(-c3nc4ccn5c(=O)[nH]nc5c4cc3-c3ccccc3)cc2)CCC1. Cell line: CAOV3. Synergy scores: synergy=41.1. (6) Drug 1: CS(=O)(=O)CCNCc1ccc(-c2ccc3ncnc(Nc4ccc(OCc5cccc(F)c5)c(Cl)c4)c3c2)o1. Drug 2: COC1=C2CC(C)CC(OC)C(O)C(C)C=C(C)C(OC(N)=O)C(OC)C=CC=C(C)C(=O)NC(=CC1=O)C2=O. Cell line: HT144. Synergy scores: synergy=20.3. (7) Drug 1: CC1(c2nc3c(C(N)=O)cccc3[nH]2)CCCN1. Drug 2: CNC(=O)c1cc(Oc2ccc(NC(=O)Nc3ccc(Cl)c(C(F)(F)F)c3)cc2)ccn1. Cell line: RPMI7951. Synergy scores: synergy=10.4.